Predict the product of the given reaction. From a dataset of Forward reaction prediction with 1.9M reactions from USPTO patents (1976-2016). (1) Given the reactants O[C:2]1[CH:7]=[C:6]([OH:8])[CH:5]=[CH:4][C:3]=1[CH:9]=[CH:10][C:11]([C:13]1[CH:18]=[CH:17][C:16]([OH:19])=[CH:15][CH:14]=1)=[O:12].CC([O-])=[O:22].[Na+].O, predict the reaction product. The product is: [CH:18]1[C:13]([C@H:11]2[O:12][C:2]3[CH:7]=[C:6]([OH:8])[CH:5]=[CH:4][C:3]=3[C:9](=[O:22])[CH2:10]2)=[CH:14][CH:15]=[C:16]([OH:19])[CH:17]=1. (2) Given the reactants [NH2:1][C:2]1[N:7]=[CH:6][C:5]([C:8]2[CH:9]=[N:10][N:11]([CH2:13][C:14]3([OH:27])[CH2:19][CH2:18][N:17](C(OC(C)(C)C)=O)[CH2:16][CH2:15]3)[CH:12]=2)=[CH:4][C:3]=1[O:28][CH:29]([C:31]1[C:36]([Cl:37])=[CH:35][CH:34]=[C:33]([F:38])[C:32]=1[Cl:39])[CH3:30].Cl.O1CCOCC1, predict the reaction product. The product is: [NH2:1][C:2]1[N:7]=[CH:6][C:5]([C:8]2[CH:9]=[N:10][N:11]([CH2:13][C:14]3([OH:27])[CH2:19][CH2:18][NH:17][CH2:16][CH2:15]3)[CH:12]=2)=[CH:4][C:3]=1[O:28][CH:29]([C:31]1[C:36]([Cl:37])=[CH:35][CH:34]=[C:33]([F:38])[C:32]=1[Cl:39])[CH3:30]. (3) Given the reactants [Cl:1][C:2]1[CH:7]=[CH:6][CH:5]=[C:4]([Cl:8])[C:3]=1[C:9]([NH:11][C@H:12]([C:20]([O:22][C:23]([CH3:26])([CH3:25])[CH3:24])=[O:21])[CH2:13][C:14]1[S:15][CH:16]=[C:17](Br)[CH:18]=1)=[O:10].[B:27]1([B:27]2[O:31][C:30]([CH3:33])([CH3:32])[C:29]([CH3:35])([CH3:34])[O:28]2)[O:31][C:30]([CH3:33])([CH3:32])[C:29]([CH3:35])([CH3:34])[O:28]1.C([O-])(=O)C.[K+], predict the reaction product. The product is: [Cl:1][C:2]1[CH:7]=[CH:6][CH:5]=[C:4]([Cl:8])[C:3]=1[C:9]([NH:11][C@H:12]([C:20]([O:22][C:23]([CH3:26])([CH3:25])[CH3:24])=[O:21])[CH2:13][C:14]1[S:15][CH:16]=[C:17]([B:27]2[O:31][C:30]([CH3:33])([CH3:32])[C:29]([CH3:35])([CH3:34])[O:28]2)[CH:18]=1)=[O:10]. (4) Given the reactants Cl[C:2]1[C:11]2[C:6](=[CH:7][CH:8]=[CH:9][CH:10]=2)[N:5]=[C:4]([C:12]2[CH:17]=[CH:16][CH:15]=[CH:14][CH:13]=2)[N:3]=1.CO[C:20]1C=CC=[C:22]([NH2:26])[CH:21]=1.[H-].[Na+].[CH2:29]1[CH2:33][O:32][CH2:31][CH2:30]1, predict the reaction product. The product is: [CH3:31][O:32][C:33]1[CH:29]=[CH:30][C:22]([NH:26][C:2]2[C:11]3[C:6](=[CH:7][CH:8]=[CH:9][CH:10]=3)[N:5]=[C:4]([C:12]3[CH:17]=[CH:16][CH:15]=[CH:14][CH:13]=3)[N:3]=2)=[CH:21][CH:20]=1. (5) Given the reactants [CH2:1]([C:3]1[CH:4]=[N:5][C:6]([N:9]2[CH2:14][CH2:13][NH:12][C@@H:11]([CH3:15])[CH2:10]2)=[N:7][CH:8]=1)[CH3:2].C[C@@H]1N([C:23]2[N:28]=[CH:27][C:26](B3OC(C)(C)C(C)(C)O3)=[CH:25][N:24]=2)CCN(C(OC(C)(C)C)=O)C1.Br[C:46]1[CH:51]=[CH:50][C:49]([N:52]2[C:56](=[O:57])[N:55]([CH3:58])[N:54]=[CH:53]2)=[C:48]([F:59])[CH:47]=1, predict the reaction product. The product is: [CH2:1]([C:3]1[CH:4]=[N:5][C:6]([N:9]2[CH2:14][CH2:13][N:12]([C:23]3[N:24]=[CH:25][C:26]([C:46]4[CH:51]=[CH:50][C:49]([N:52]5[C:56](=[O:57])[N:55]([CH3:58])[N:54]=[CH:53]5)=[C:48]([F:59])[CH:47]=4)=[CH:27][N:28]=3)[C@@H:11]([CH3:15])[CH2:10]2)=[N:7][CH:8]=1)[CH3:2]. (6) Given the reactants [Br:1][C:2]1[CH:10]=[CH:9][C:8]([F:11])=[CH:7][C:3]=1[C:4]([NH2:6])=[O:5].CO[CH:14](OC)[N:15]([CH3:17])[CH3:16], predict the reaction product. The product is: [Br:1][C:2]1[CH:10]=[CH:9][C:8]([F:11])=[CH:7][C:3]=1[C:4]([N:6]=[CH:14][N:15]([CH3:17])[CH3:16])=[O:5]. (7) Given the reactants [CH3:1][O:2][C:3]1[CH:4]=[CH:5][C:6]([CH:20]2[CH2:29][CH2:28][C:27]3[C:22](=[CH:23][CH:24]=[C:25]([O:30][CH3:31])[CH:26]=3)[CH2:21]2)=[C:7]([CH2:9][NH:10][CH2:11][CH2:12][C:13]2[CH:18]=[CH:17][C:16]([OH:19])=[CH:15][CH:14]=2)[CH:8]=1.C(=O)([O-])[O-].[K+].[K+].Cl[CH2:39][CH2:40][N:41]1[CH2:47][CH2:46][CH2:45][CH2:44][CH2:43][CH2:42]1.O, predict the reaction product. The product is: [N:41]1([CH2:40][CH2:39][O:19][C:16]2[CH:17]=[CH:18][C:13]([CH2:12][CH2:11][NH:10][CH2:9][C:7]3[CH:8]=[C:3]([O:2][CH3:1])[CH:4]=[CH:5][C:6]=3[CH:20]3[CH2:29][CH2:28][C:27]4[C:22](=[CH:23][CH:24]=[C:25]([O:30][CH3:31])[CH:26]=4)[CH2:21]3)=[CH:14][CH:15]=2)[CH2:47][CH2:46][CH2:45][CH2:44][CH2:43][CH2:42]1.